This data is from Reaction yield outcomes from USPTO patents with 853,638 reactions. The task is: Predict the reaction yield, written as a fraction of the theoretical maximum amount of product (1.0 means a 100% yield; for example, 0.34 means a 34% yield). (1) The reactants are [F:1][C:2]1[CH:7]=[CH:6][CH:5]=[C:4]([F:8])[C:3]=1[N:9]1[C:14]2[N:15]=[C:16]([NH:27][CH2:28][C:29]#[N:30])[N:17]=[C:18]([C:19]3[CH:24]=[CH:23][C:22]([F:25])=[CH:21][C:20]=3[CH3:26])[C:13]=2[CH:12]=[CH:11][C:10]1=[O:31].Cl.C(N(CC)CC)C.[N-:40]=[N+:41]=[N-:42].[Na+]. No catalyst specified. The product is [F:1][C:2]1[CH:7]=[CH:6][CH:5]=[C:4]([F:8])[C:3]=1[N:9]1[C:14]2[N:15]=[C:16]([NH:27][CH2:28][C:29]3[NH:42][N:41]=[N:40][N:30]=3)[N:17]=[C:18]([C:19]3[CH:24]=[CH:23][C:22]([F:25])=[CH:21][C:20]=3[CH3:26])[C:13]=2[CH:12]=[CH:11][C:10]1=[O:31]. The yield is 0.0960. (2) The reactants are Cl.[Br:2][C:3]1[CH:18]=[N:17][C:6]2[NH:7][C:8](=[O:16])[CH2:9][N:10]([CH2:12][C:13]([OH:15])=O)[CH2:11][C:5]=2[CH:4]=1.C(N(C(C)C)C(C)C)C.[CH3:28][N:29]1[CH2:34][CH2:33][NH:32][CH2:31][CH2:30]1.C1C=CC2N(O)N=NC=2C=1.C(Cl)CCl. The catalyst is C(Cl)Cl. The product is [Br:2][C:3]1[CH:18]=[N:17][C:6]2[NH:7][C:8](=[O:16])[CH2:9][N:10]([CH2:12][C:13]([N:32]3[CH2:33][CH2:34][N:29]([CH3:28])[CH2:30][CH2:31]3)=[O:15])[CH2:11][C:5]=2[CH:4]=1. The yield is 0.830.